Dataset: Retrosynthesis with 50K atom-mapped reactions and 10 reaction types from USPTO. Task: Predict the reactants needed to synthesize the given product. (1) Given the product CCSc1nc2c(C)cc(OCCCC(=O)O)cc2n1Cc1ccc(Cl)cc1Cl, predict the reactants needed to synthesize it. The reactants are: CCOC(=O)CCCOc1cc(C)c2nc(SCC)n(Cc3ccc(Cl)cc3Cl)c2c1. (2) Given the product CC(=O)N[C@@H]1C[C@H](NC(=O)OC(C)(C)C)CC[C@@H]1N1CC[C@H](N)C1=O, predict the reactants needed to synthesize it. The reactants are: CC(=O)N[C@@H]1C[C@H](NC(=O)OC(C)(C)C)CC[C@@H]1N1CC[C@H](NC(=O)OCc2ccccc2)C1=O.